Dataset: Full USPTO retrosynthesis dataset with 1.9M reactions from patents (1976-2016). Task: Predict the reactants needed to synthesize the given product. (1) Given the product [F:4][C:2]([C:5]1[O:9][C:8]([CH2:10][N:11]2[CH:15]=[C:14]([NH:16][C:27](=[O:28])/[CH:26]=[CH:25]/[C:22]3[CH:23]=[CH:24][C:19]([O:18][CH3:17])=[CH:20][CH:21]=3)[CH:13]=[N:12]2)=[CH:7][CH:6]=1)([F:1])[CH3:3], predict the reactants needed to synthesize it. The reactants are: [F:1][C:2]([C:5]1[O:9][C:8]([CH2:10][N:11]2[CH:15]=[C:14]([NH2:16])[CH:13]=[N:12]2)=[CH:7][CH:6]=1)([F:4])[CH3:3].[CH3:17][O:18][C:19]1[CH:24]=[CH:23][C:22](/[CH:25]=[CH:26]/[C:27](O)=[O:28])=[CH:21][CH:20]=1. (2) Given the product [N:1]([CH2:4][CH2:5][CH2:6][CH2:7][N:8]([CH3:22])[C:9]([N:11]1[CH:15]=[C:14]([C:16]2[CH:21]=[CH:20][CH:19]=[CH:18][CH:17]=2)[N:13]=[CH:12]1)=[O:10])=[C:42]=[S:43], predict the reactants needed to synthesize it. The reactants are: [N:1]([CH2:4][CH2:5][CH2:6][CH2:7][N:8]([CH3:22])[C:9]([N:11]1[CH:15]=[C:14]([C:16]2[CH:21]=[CH:20][CH:19]=[CH:18][CH:17]=2)[N:13]=[CH:12]1)=[O:10])=[N+]=[N-].C1(P(C2C=CC=CC=2)C2C=CC=CC=2)C=CC=CC=1.[C:42](=S)=[S:43]. (3) Given the product [CH2:7]([O:6][C:4]([CH:3]1[CH:19]([F:23])[C:18]2[C:27](=[CH:20][CH:21]=[CH:22][CH:17]=2)[CH:26]1[N+:28]#[C-:9])=[O:5])[CH3:8], predict the reactants needed to synthesize it. The reactants are: [N+]([CH2:3][C:4]([O:6][CH2:7][CH3:8])=[O:5])#[C-].[C:9]([O-])([O-])=O.[K+].[K+].BrC[C:17]1[CH:22]=[CH:21][CH:20]=[C:19]([F:23])[C:18]=1CBr.[C:26](#[N:28])[CH3:27].